Predict the product of the given reaction. From a dataset of Forward reaction prediction with 1.9M reactions from USPTO patents (1976-2016). (1) Given the reactants C(OC([NH:8][C:9]1[CH:10]=[CH:11][C:12]([O:18]C(C)(C)C)=[C:13]([CH:17]=1)[C:14]([OH:16])=[O:15])=O)(C)(C)C.OC1C2N=NNC=2C=CC=1.C1CCC(N=C=NC2CCCCC2)CC1.O[C:49]1[CH:57]=[CH:56][C:52]([C:53]([NH2:55])=[S:54])=[CH:51][CH:50]=1, predict the reaction product. The product is: [C:53]([C:52]1[CH:56]=[CH:57][C:49]([O:16][C:14](=[O:15])[C:13]2[CH:17]=[C:9]([NH2:8])[CH:10]=[CH:11][C:12]=2[OH:18])=[CH:50][CH:51]=1)(=[S:54])[NH2:55]. (2) Given the reactants [C:1]1([Mg]Br)[CH:6]=[CH:5][CH:4]=[CH:3][CH:2]=1.[O:9]1[C:13]2([CH2:18][CH2:17][CH:16]([C:19]#[N:20])[CH2:15][CH2:14]2)[O:12][CH2:11][CH2:10]1.[CH3:21][Li].[OH-].[Na+], predict the reaction product. The product is: [O:9]1[C:13]2([CH2:18][CH2:17][CH:16]([C:19]([NH2:20])([C:1]3[CH:6]=[CH:5][CH:4]=[CH:3][CH:2]=3)[CH3:21])[CH2:15][CH2:14]2)[O:12][CH2:11][CH2:10]1. (3) Given the reactants [OH-].[Na+].C([O:5][C:6]([C:8]1[C:9]([CH3:27])=[N:10][N:11]([C:16]2[CH:21]=[CH:20][CH:19]=[C:18]([O:22][C:23]([F:26])([F:25])[F:24])[CH:17]=2)[C:12]=1[CH:13]1[CH2:15][CH2:14]1)=[O:7])C, predict the reaction product. The product is: [CH:13]1([C:12]2[N:11]([C:16]3[CH:21]=[CH:20][CH:19]=[C:18]([O:22][C:23]([F:24])([F:25])[F:26])[CH:17]=3)[N:10]=[C:9]([CH3:27])[C:8]=2[C:6]([OH:7])=[O:5])[CH2:14][CH2:15]1.